From a dataset of NCI-60 drug combinations with 297,098 pairs across 59 cell lines. Regression. Given two drug SMILES strings and cell line genomic features, predict the synergy score measuring deviation from expected non-interaction effect. (1) Drug 1: C1C(C(OC1N2C=NC3=C(N=C(N=C32)Cl)N)CO)O. Drug 2: CC1=C(C(CCC1)(C)C)C=CC(=CC=CC(=CC(=O)O)C)C. Cell line: KM12. Synergy scores: CSS=18.6, Synergy_ZIP=-1.15, Synergy_Bliss=0.0466, Synergy_Loewe=-3.44, Synergy_HSA=-2.07. (2) Drug 1: C1=CN(C(=O)N=C1N)C2C(C(C(O2)CO)O)O.Cl. Drug 2: COC1=NC(=NC2=C1N=CN2C3C(C(C(O3)CO)O)O)N. Cell line: T-47D. Synergy scores: CSS=14.4, Synergy_ZIP=-1.59, Synergy_Bliss=1.28, Synergy_Loewe=-2.44, Synergy_HSA=0.901. (3) Drug 1: CC(C)NC(=O)C1=CC=C(C=C1)CNNC.Cl. Drug 2: C1CNP(=O)(OC1)N(CCCl)CCCl. Cell line: SF-295. Synergy scores: CSS=0.201, Synergy_ZIP=1.89, Synergy_Bliss=1.35, Synergy_Loewe=0.145, Synergy_HSA=-1.81. (4) Drug 1: CS(=O)(=O)C1=CC(=C(C=C1)C(=O)NC2=CC(=C(C=C2)Cl)C3=CC=CC=N3)Cl. Drug 2: CS(=O)(=O)OCCCCOS(=O)(=O)C. Cell line: MDA-MB-435. Synergy scores: CSS=-16.1, Synergy_ZIP=9.98, Synergy_Bliss=2.24, Synergy_Loewe=-8.92, Synergy_HSA=-9.72.